Dataset: Forward reaction prediction with 1.9M reactions from USPTO patents (1976-2016). Task: Predict the product of the given reaction. (1) Given the reactants [Br:1][C:2]1[CH:3]=[C:4]([CH2:9][OH:10])[C:5]([Cl:8])=[N:6][CH:7]=1.[Cr](Cl)([O-])(=O)=O.[NH+]1C=CC=CC=1, predict the reaction product. The product is: [Br:1][C:2]1[CH:7]=[N:6][C:5]([Cl:8])=[C:4]([CH:3]=1)[CH:9]=[O:10]. (2) Given the reactants [Br:1]Br.[CH:3]1[C:11]2[C:10]3[CH:12]=[CH:13][CH:14]=[CH:15][C:9]=3[O:8][C:7]=2[CH:6]=[CH:5][CH:4]=1.O, predict the reaction product. The product is: [Br:1][C:4]1[CH:5]=[CH:6][C:7]2[O:8][C:9]3[CH:15]=[CH:14][CH:13]=[CH:12][C:10]=3[C:11]=2[CH:3]=1. (3) The product is: [Br:3][C:4]1[CH:9]=[C:8]([CH3:10])[CH:7]=[C:6]([Br:11])[C:5]=1[O:12][C:23]1[CH:24]=[CH:25][C:20]([N+:17]([O-:19])=[O:18])=[CH:21][CH:22]=1. Given the reactants [H-].[Na+].[Br:3][C:4]1[CH:9]=[C:8]([CH3:10])[CH:7]=[C:6]([Br:11])[C:5]=1[OH:12].CS(C)=O.[N+:17]([C:20]1[CH:25]=[CH:24][C:23]([N+]([O-])=O)=[CH:22][CH:21]=1)([O-:19])=[O:18], predict the reaction product. (4) The product is: [CH2:17]([O:19][C:2]1[CH:3]=[C:4]([CH:8]=[CH:9][C:10]=1[N+:11]([O-:13])=[O:12])[C:5]([OH:7])=[O:6])[CH3:18]. Given the reactants F[C:2]1[CH:3]=[C:4]([CH:8]=[CH:9][C:10]=1[N+:11]([O-:13])=[O:12])[C:5]([OH:7])=[O:6].[OH-].[K+].Cl.[CH2:17]([OH:19])[CH3:18], predict the reaction product. (5) Given the reactants [OH-].[K+].[CH3:3][C:4](=[CH2:28])[CH2:5][O:6][C:7]1[C:16]([C:17](=[O:19])[CH3:18])=[C:15]2[C:10]([C:11](=[O:27])[C:12]([CH3:26])=[C:13]([C:20]3[CH:25]=[CH:24][CH:23]=[CH:22][CH:21]=3)[O:14]2)=[CH:9][CH:8]=1.[CH:29](=O)[C:30]1[CH:35]=[CH:34][CH:33]=[CH:32][CH:31]=1, predict the reaction product. The product is: [CH3:26][C:12]1[C:11](=[O:27])[C:10]2[C:15](=[C:16]([C:17](=[O:19])[CH:18]=[CH:29][C:30]3[CH:35]=[CH:34][CH:33]=[CH:32][CH:31]=3)[C:7]([O:6][CH2:5][C:4]([CH3:3])=[CH2:28])=[CH:8][CH:9]=2)[O:14][C:13]=1[C:20]1[CH:21]=[CH:22][CH:23]=[CH:24][CH:25]=1. (6) Given the reactants [O:1]1[C:9]2[C:4](=[N:5][CH:6]=[C:7](B(O)O)[CH:8]=2)[O:3][CH2:2]1.[OH:13]O, predict the reaction product. The product is: [O:1]1[C:9]2[C:4](=[N:5][CH:6]=[C:7]([OH:13])[CH:8]=2)[O:3][CH2:2]1.